From a dataset of Full USPTO retrosynthesis dataset with 1.9M reactions from patents (1976-2016). Predict the reactants needed to synthesize the given product. Given the product [CH3:45][O:44][C:41]1[CH:42]=[CH:43][C:38]([C:20]2[C:21]([NH:23][CH2:24][C@H:25]3[O:30][CH2:29][CH2:28][NH:27][CH2:26]3)=[CH:22][C:17]([NH:16][C:13]3[N:14]=[CH:15][C:10]([C:8]#[N:9])=[N:11][CH:12]=3)=[N:18][CH:19]=2)=[CH:39][CH:40]=1, predict the reactants needed to synthesize it. The reactants are: C(O)(C(F)(F)F)=O.[C:8]([C:10]1[N:11]=[CH:12][C:13]([NH:16][C:17]2[CH:22]=[C:21]([NH:23][CH2:24][C@H:25]3[O:30][CH2:29][CH2:28][N:27](C(OC(C)(C)C)=O)[CH2:26]3)[C:20]([C:38]3[CH:43]=[CH:42][C:41]([O:44][CH3:45])=[CH:40][CH:39]=3)=[CH:19][N:18]=2)=[N:14][CH:15]=1)#[N:9].